Predict the product of the given reaction. From a dataset of Forward reaction prediction with 1.9M reactions from USPTO patents (1976-2016). (1) The product is: [Si:30]([O:29][CH2:28][C:25]1[CH:26]=[CH:27][C:22]([CH2:21][CH2:20][OH:19])=[CH:23][CH:24]=1)([C:33]([CH3:36])([CH3:35])[CH3:34])([CH3:32])[CH3:31]. Given the reactants COC(=O)CC1C=CC(CN2CCCC2)=CC=1.C[O:19][C:20](=O)[CH2:21][C:22]1[CH:27]=[CH:26][C:25]([CH2:28][O:29][Si:30]([C:33]([CH3:36])([CH3:35])[CH3:34])([CH3:32])[CH3:31])=[CH:24][CH:23]=1, predict the reaction product. (2) Given the reactants [NH2:1][C:2]1[C:3]2[N:4]([C:8]([CH:18]3[CH2:21][CH2:20][CH2:19]3)=[N:9][C:10]=2[C:11]2[CH:12]=[C:13]([OH:17])[CH:14]=[CH:15][CH:16]=2)[CH:5]=[CH:6][N:7]=1.C([O-])([O-])=O.[Cs+].[Cs+].Br[CH2:29][C:30]1[CH:35]=[CH:34][C:33]([O:36][C:37]([CH3:40])([CH3:39])[CH3:38])=[CH:32][CH:31]=1, predict the reaction product. The product is: [C:37]([O:36][C:33]1[CH:32]=[CH:31][C:30]([CH2:29][O:17][C:13]2[CH:12]=[C:11]([C:10]3[N:9]=[C:8]([CH:18]4[CH2:21][CH2:20][CH2:19]4)[N:4]4[CH:5]=[CH:6][N:7]=[C:2]([NH2:1])[C:3]=34)[CH:16]=[CH:15][CH:14]=2)=[CH:35][CH:34]=1)([CH3:40])([CH3:38])[CH3:39]. (3) Given the reactants [CH3:1][O:2][CH2:3][O:4][C:5]1[CH:10]=[CH:9][C:8]([C:11]2[N:16]=[C:15]3[N:17]([CH:21]4[CH2:26][CH2:25][CH2:24][CH2:23][O:22]4)[N:18]=[C:19]([CH3:20])[C:14]3=[C:13]([CH2:27][N:28]3[CH2:33][C:32]([CH3:35])([CH3:34])[NH:31][CH2:30][C:29]3([CH3:37])[CH3:36])[CH:12]=2)=[CH:7][CH:6]=1.[C:38]([N:45]([CH2:47][CH:48]=O)[CH3:46])([O:40][C:41]([CH3:44])([CH3:43])[CH3:42])=[O:39].C(O[BH-](OC(=O)C)OC(=O)C)(=O)C.[Na+], predict the reaction product. The product is: [C:41]([O:40][C:38](=[O:39])[N:45]([CH2:47][CH2:48][N:31]1[CH2:30][C:29]([CH3:37])([CH3:36])[N:28]([CH2:27][C:13]2[CH:12]=[C:11]([C:8]3[CH:7]=[CH:6][C:5]([O:4][CH2:3][O:2][CH3:1])=[CH:10][CH:9]=3)[N:16]=[C:15]3[N:17]([CH:21]4[CH2:26][CH2:25][CH2:24][CH2:23][O:22]4)[N:18]=[C:19]([CH3:20])[C:14]=23)[CH2:33][C:32]1([CH3:35])[CH3:34])[CH3:46])([CH3:44])([CH3:43])[CH3:42]. (4) Given the reactants [O:1]1[CH2:5][CH2:4][NH:3][C:2]1=[O:6].ClC(Cl)(O[C:11](=[O:17])[O:12][C:13](Cl)(Cl)Cl)Cl.C(N(CC)CC)C.[F:26][C:27]1[CH:34]=C(O)[CH:32]=[C:31]([F:36])[C:28]=1[CH:29]=[O:30].N1C=CC=CC=1, predict the reaction product. The product is: [O:6]=[C:2]1[N:3]([C:11]([O:12][C:13]2[CH:34]=[C:27]([F:26])[C:28]([CH:29]=[O:30])=[C:31]([F:36])[CH:32]=2)=[O:17])[CH2:4][CH2:5][O:1]1. (5) Given the reactants CC(C)([O-])C.[K+].[CH2:7]([N:14]([CH2:18][C:19]1[C:24](Cl)=[N:23][C:22]([N:26]2[CH2:30][CH2:29][CH2:28][CH:27]2[CH3:31])=[CH:21][N:20]=1)[CH2:15][CH2:16][OH:17])[C:8]1[CH:13]=[CH:12][CH:11]=[CH:10][CH:9]=1.O, predict the reaction product. The product is: [CH2:7]([N:14]1[CH2:18][C:19]2[N:20]=[CH:21][C:22]([N:26]3[CH2:30][CH2:29][CH2:28][CH:27]3[CH3:31])=[N:23][C:24]=2[O:17][CH2:16][CH2:15]1)[C:8]1[CH:13]=[CH:12][CH:11]=[CH:10][CH:9]=1. (6) The product is: [C:14]([C:13]1[CH:16]=[CH:17][C:18]([O:19][C:20]2[CH:21]=[C:22]([Cl:27])[CH:23]=[C:24]([Cl:26])[CH:25]=2)=[C:11]([S:8]([N:5]2[CH2:4][CH2:3][CH:2]([NH:1][C:28]([NH:35][CH2:39][CH2:38][N:37]3[CH2:36][CH2:47][O:46][CH2:45][CH2:44]3)=[O:29])[CH2:7][CH2:6]2)(=[O:10])=[O:9])[CH:12]=1)#[N:15].[CH:18]([O:19][CH:20]([CH3:25])[CH3:21])([CH3:17])[CH3:11]. Given the reactants [NH2:1][CH:2]1[CH2:7][CH2:6][N:5]([S:8]([C:11]2[CH:12]=[C:13]([CH:16]=[CH:17][C:18]=2[O:19][C:20]2[CH:25]=[C:24]([Cl:26])[CH:23]=[C:22]([Cl:27])[CH:21]=2)[C:14]#[N:15])(=[O:10])=[O:9])[CH2:4][CH2:3]1.[C:28]([N:35]1[CH:39]=[CH:38][N:37]=[CH:36]1)(N1C=CN=C1)=[O:29].NCCN1C[CH2:47][O:46][CH2:45][CH2:44]1, predict the reaction product.